Dataset: Peptide-MHC class I binding affinity with 185,985 pairs from IEDB/IMGT. Task: Regression. Given a peptide amino acid sequence and an MHC pseudo amino acid sequence, predict their binding affinity value. This is MHC class I binding data. (1) The peptide sequence is QVSRPMFLY. The MHC is HLA-A01:01 with pseudo-sequence HLA-A01:01. The binding affinity (normalized) is 0.0847. (2) The peptide sequence is HDVYGVSNF. The MHC is HLA-A01:01 with pseudo-sequence HLA-A01:01. The binding affinity (normalized) is 0.0156. (3) The peptide sequence is GLVDIDDEY. The MHC is HLA-A31:01 with pseudo-sequence HLA-A31:01. The binding affinity (normalized) is 0. (4) The peptide sequence is APRGFRAAF. The MHC is HLA-B08:01 with pseudo-sequence HLA-B08:01. The binding affinity (normalized) is 0.574. (5) The peptide sequence is IPQSLDSYWTSL. The MHC is HLA-A33:01 with pseudo-sequence HLA-A33:01. The binding affinity (normalized) is 0. (6) The peptide sequence is FMYSDFHFI. The MHC is HLA-A02:16 with pseudo-sequence HLA-A02:16. The binding affinity (normalized) is 1.00.